This data is from Forward reaction prediction with 1.9M reactions from USPTO patents (1976-2016). The task is: Predict the product of the given reaction. (1) Given the reactants [N:1]1[CH:6]=[CH:5][CH:4]=[C:3]([C:7]2[CH:8]=[C:9]3[CH:15]=[CH:14][NH:13][C:10]3=[N:11][CH:12]=2)[CH:2]=1.[CH2:16]([O:23][C:24]1[C:25]([F:33])=[C:26]([C:29]([F:32])=[CH:30][CH:31]=1)[CH:27]=[O:28])[C:17]1[CH:22]=[CH:21][CH:20]=[CH:19][CH:18]=1.[OH-].[K+].Cl, predict the reaction product. The product is: [CH2:16]([O:23][C:24]1[C:25]([F:33])=[C:26]([CH:27]([C:15]2[C:9]3[C:10](=[N:11][CH:12]=[C:7]([C:3]4[CH:2]=[N:1][CH:6]=[CH:5][CH:4]=4)[CH:8]=3)[NH:13][CH:14]=2)[OH:28])[C:29]([F:32])=[CH:30][CH:31]=1)[C:17]1[CH:18]=[CH:19][CH:20]=[CH:21][CH:22]=1. (2) Given the reactants C1(C)C=CC=C(CC[O:9][C:10](=[O:29])[C:11]2[CH:16]=[CH:15][C:14]([O:17][CH2:18][CH2:19][C:20]3[CH:21]=[C:22]([CH3:26])[CH:23]=[CH:24][CH:25]=3)=[C:13]([CH:27]=[O:28])[CH:12]=2)C=1.[Li+].[OH-].O, predict the reaction product. The product is: [CH:27]([C:13]1[CH:12]=[C:11]([CH:16]=[CH:15][C:14]=1[O:17][CH2:18][CH2:19][C:20]1[CH:21]=[C:22]([CH3:26])[CH:23]=[CH:24][CH:25]=1)[C:10]([OH:29])=[O:9])=[O:28]. (3) Given the reactants [N+:1]([C:4]1[CH:5]=[C:6]([CH:14]=[CH:15][C:16]=1[NH:17][C:18]1[CH:23]=[CH:22][CH:21]=[C:20]([N:24]2[CH2:29][CH2:28][N:27]([CH2:30][C:31]([O:33]CC3C=CC=CC=3)=[O:32])[CH2:26][CH2:25]2)[CH:19]=1)[C:7]([O:9][CH2:10][CH2:11][O:12][CH3:13])=[O:8])([O-])=O.C([O-])=O.[NH4+], predict the reaction product. The product is: [NH2:1][C:4]1[CH:5]=[C:6]([CH:14]=[CH:15][C:16]=1[NH:17][C:18]1[CH:23]=[CH:22][CH:21]=[C:20]([N:24]2[CH2:29][CH2:28][N:27]([CH2:30][C:31]([OH:33])=[O:32])[CH2:26][CH2:25]2)[CH:19]=1)[C:7]([O:9][CH2:10][CH2:11][O:12][CH3:13])=[O:8]. (4) Given the reactants [Cl:1][C:2]1[C:3]([N:8]2[CH2:13][CH:12]=[C:11]([C:14]([OH:16])=O)[CH2:10][CH2:9]2)=[N:4][CH:5]=[CH:6][CH:7]=1.S(Cl)([Cl:19])=O, predict the reaction product. The product is: [Cl:1][C:2]1[C:3]([N:8]2[CH2:13][CH:12]=[C:11]([C:14]([Cl:19])=[O:16])[CH2:10][CH2:9]2)=[N:4][CH:5]=[CH:6][CH:7]=1. (5) Given the reactants C(=O)([O-])[O-].[K+].[K+].[Br:7][C:8]1[CH:13]=[CH:12][C:11]([OH:14])=[C:10]([F:15])[CH:9]=1.Cl.Cl[CH2:18][CH2:19][N:20]1[CH2:25][CH2:24][CH2:23][CH2:22][CH2:21]1, predict the reaction product. The product is: [Br:7][C:8]1[CH:13]=[CH:12][C:11]([O:14][CH2:18][CH2:19][N:20]2[CH2:25][CH2:24][CH2:23][CH2:22][CH2:21]2)=[C:10]([F:15])[CH:9]=1. (6) The product is: [C:1]([O:5][C:6]([N:8]1[CH2:12][C@@H:11]([CH2:13][N:14]([CH:31]([CH3:33])[CH3:32])[C:15](=[O:30])[C:16]2[CH:21]=[CH:20][C:19]([O:22][CH3:23])=[C:18]([O:24][CH2:25][CH2:26][CH2:27][O:28][CH3:29])[CH:17]=2)[C@H:10]([NH:34][C:35](=[O:38])[CH2:36][NH:57][CH2:50][C:51]2[CH:56]=[CH:55][CH:54]=[CH:53][CH:52]=2)[CH2:9]1)=[O:7])([CH3:4])([CH3:3])[CH3:2]. Given the reactants [C:1]([O:5][C:6]([N:8]1[CH2:12][C@@H:11]([CH2:13][N:14]([CH:31]([CH3:33])[CH3:32])[C:15](=[O:30])[C:16]2[CH:21]=[CH:20][C:19]([O:22][CH3:23])=[C:18]([O:24][CH2:25][CH2:26][CH2:27][O:28][CH3:29])[CH:17]=2)[C@H:10]([NH:34][C:35](=[O:38])[CH2:36]Cl)[CH2:9]1)=[O:7])([CH3:4])([CH3:3])[CH3:2].[Na+].[I-].CCN(C(C)C)C(C)C.[CH2:50]([NH2:57])[C:51]1[CH:56]=[CH:55][CH:54]=[CH:53][CH:52]=1, predict the reaction product. (7) The product is: [OH:1][C:2]1[C:3]([N+:14]([O-:16])=[O:15])=[C:4]([CH:10]=[CH:11][C:12]=1[OH:13])[C:5]([O:7][CH2:8][CH3:9])=[O:6]. Given the reactants [OH:1][C:2]1[CH:3]=[C:4]([CH:10]=[CH:11][C:12]=1[OH:13])[C:5]([O:7][CH2:8][CH3:9])=[O:6].[N+:14]([O-])([O:16]C(C)C)=[O:15].S(=O)(=O)(O)O, predict the reaction product.